Dataset: Forward reaction prediction with 1.9M reactions from USPTO patents (1976-2016). Task: Predict the product of the given reaction. (1) The product is: [CH:14]1([C:19]2[NH:23][N:22]([CH3:24])[CH:21]([C:25]([OH:27])=[O:26])[C:20]=2[N+:10]([O-:13])=[O:11])[CH2:15][CH2:16][CH2:17][CH2:18]1. Given the reactants OS(O)(=O)=O.O=S(=O)=O.[N+:10]([O-:13])(O)=[O:11].[CH:14]1([C:19]2[NH:23][N:22]([CH3:24])[CH:21]([C:25]([OH:27])=[O:26])[CH:20]=2)[CH2:18][CH2:17][CH2:16][CH2:15]1, predict the reaction product. (2) Given the reactants [CH3:1][O:2][C:3]1[CH:4]=[C:5]2[C:9](=[CH:10][CH:11]=1)[N:8]=[C:7]([CH3:12])[C:6]2([CH3:14])[CH3:13].[Br:15][CH2:16][CH2:17][CH2:18][CH2:19][CH2:20][C:21]([OH:23])=[O:22].ClC1C=CC=CC=1Cl, predict the reaction product. The product is: [Br-:15].[C:21]([CH2:20][CH2:19][CH2:18][CH2:17][CH2:16][N+:8]1[C:9]2[C:5](=[CH:4][C:3]([O:2][CH3:1])=[CH:11][CH:10]=2)[C:6]([CH3:14])([CH3:13])[C:7]=1[CH3:12])([OH:23])=[O:22].